Dataset: Forward reaction prediction with 1.9M reactions from USPTO patents (1976-2016). Task: Predict the product of the given reaction. (1) The product is: [Cl:1][CH2:2][C:3]1[CH:4]=[C:5]([CH:9]=[CH:10][N:11]=1)[C:6]([NH:56][C:54]1[O:55][C:51]2[C:50]([N:57]3[CH2:62][CH2:61][O:60][CH2:59][CH2:58]3)=[CH:49][CH:48]=[C:47]([O:46][CH3:45])[C:52]=2[N:53]=1)=[O:8]. Given the reactants [Cl:1][CH2:2][C:3]1[CH:4]=[C:5]([CH:9]=[CH:10][N:11]=1)[C:6]([OH:8])=O.CN(C(ON1N=NC2C=CC=NC1=2)=[N+](C)C)C.F[P-](F)(F)(F)(F)F.C(N(C(C)C)C(C)C)C.[CH3:45][O:46][C:47]1[C:52]2[N:53]=[C:54]([NH2:56])[O:55][C:51]=2[C:50]([N:57]2[CH2:62][CH2:61][O:60][CH2:59][CH2:58]2)=[CH:49][CH:48]=1.Cl, predict the reaction product. (2) Given the reactants OO.FC(F)(F)C(OC(=O)C(F)(F)F)=[O:6].[CH2:16]([C:18]1[N:19]=[N+:20]([O-:38])[C:21]2[CH:27]=[CH:26][C:25]([O:28][CH2:29][CH2:30][CH2:31][N:32]3[CH2:37][CH2:36][O:35][CH2:34][CH2:33]3)=[CH:24][C:22]=2[N:23]=1)[CH3:17].FC(F)(F)C(O)=O, predict the reaction product. The product is: [CH2:16]([C:18]1[N:19]=[N+:20]([O-:38])[C:21]2[CH:27]=[CH:26][C:25]([O:28][CH2:29][CH2:30][CH2:31][N:32]3[CH2:33][CH2:34][O:35][CH2:36][CH2:37]3)=[CH:24][C:22]=2[N+:23]=1[O-:6])[CH3:17]. (3) Given the reactants [Li+].C[Si]([N-][Si](C)(C)C)(C)C.[O:11]=[C:12]1[CH2:17][CH2:16][N:15]([C:18]([O:20][CH2:21][C:22]2[CH:27]=[CH:26][CH:25]=[CH:24][CH:23]=2)=[O:19])[CH2:14][CH2:13]1.C1C=CC(N([S:35]([C:38]([F:41])([F:40])[F:39])(=[O:37])=[O:36])[S:35]([C:38]([F:41])([F:40])[F:39])(=[O:37])=[O:36])=CC=1, predict the reaction product. The product is: [F:39][C:38]([F:41])([F:40])[S:35]([O:11][C:12]1[CH2:13][CH2:14][N:15]([C:18]([O:20][CH2:21][C:22]2[CH:27]=[CH:26][CH:25]=[CH:24][CH:23]=2)=[O:19])[CH2:16][CH:17]=1)(=[O:37])=[O:36]. (4) Given the reactants [CH:1]1[C:10]2[CH2:9][CH2:8][CH2:7][CH2:6][C:5]=2[CH:4]=[CH:3][C:2]=1[O:11][C:12]1[CH:13]=[C:14]([CH:17]=[CH:18][CH:19]=1)[C:15]#[N:16].C1COCC1.[H-].[Al+3].[Li+].[H-].[H-].[H-].[OH-].[Na+], predict the reaction product. The product is: [CH:1]1[C:10]2[CH2:9][CH2:8][CH2:7][CH2:6][C:5]=2[CH:4]=[CH:3][C:2]=1[O:11][C:12]1[CH:13]=[C:14]([CH:17]=[CH:18][CH:19]=1)[CH2:15][NH2:16]. (5) Given the reactants Cl[C:2]1[C:11]2[C:6](=[CH:7][C:8]([O:12][CH3:13])=[CH:9][CH:10]=2)[CH:5]=[C:4]([NH:14][C:15]2[CH:19]=[C:18]([CH3:20])[NH:17][N:16]=2)[N:3]=1.[S:21]1[CH:25]=[CH:24][C:23](B(O)O)=[CH:22]1, predict the reaction product. The product is: [CH3:20][C:18]1[NH:17][N:16]=[C:15]([NH:14][C:4]2[N:3]=[C:2]([C:23]3[CH:24]=[CH:25][S:21][CH:22]=3)[C:11]3[C:6]([CH:5]=2)=[CH:7][C:8]([O:12][CH3:13])=[CH:9][CH:10]=3)[CH:19]=1. (6) The product is: [CH2:34]([O:41][C:42]([N:44]1[CH2:49][CH2:48][CH2:47][C@@H:46]([C:50](=[O:60])[NH:51][CH2:52][CH2:53][C:54]2[CH:55]=[CH:56][CH:57]=[CH:58][CH:59]=2)[N:45]1[C:13](=[O:14])[C@@H:12]([N:16]1[C:17](=[O:26])[C:18]2[C:23](=[CH:22][CH:21]=[CH:20][CH:19]=2)[C:24]1=[O:25])[CH2:11][CH2:10][C:9]([O:8][CH2:1][C:2]1[CH:7]=[CH:6][CH:5]=[CH:4][CH:3]=1)=[O:27])=[O:43])[C:35]1[CH:40]=[CH:39][CH:38]=[CH:37][CH:36]=1. Given the reactants [CH2:1]([O:8][C:9](=[O:27])[CH2:10][CH2:11][C@H:12]([N:16]1[C:24](=[O:25])[C:23]2[C:18](=[CH:19][CH:20]=[CH:21][CH:22]=2)[C:17]1=[O:26])[C:13](O)=[O:14])[C:2]1[CH:7]=[CH:6][CH:5]=[CH:4][CH:3]=1.P(Cl)(Cl)(Cl)(Cl)Cl.[CH2:34]([O:41][C:42]([N:44]1[CH2:49][CH2:48][CH2:47][C@@H:46]([C:50](=[O:60])[NH:51][CH2:52][CH2:53][C:54]2[CH:59]=[CH:58][CH:57]=[CH:56][CH:55]=2)[NH:45]1)=[O:43])[C:35]1[CH:40]=[CH:39][CH:38]=[CH:37][CH:36]=1.CN1CCOCC1, predict the reaction product. (7) Given the reactants [Br:1][C:2]1[N:7]=[C:6]([C:8]([OH:10])=O)[CH:5]=[CH:4][CH:3]=1.[NH2:11][C:12]1[CH:13]=[C:14]([CH:19]=[CH:20][CH:21]=1)[O:15][CH2:16][C:17]#[N:18], predict the reaction product. The product is: [C:17]([CH2:16][O:15][C:14]1[CH:13]=[C:12]([NH:11][C:8]([C:6]2[CH:5]=[CH:4][CH:3]=[C:2]([Br:1])[N:7]=2)=[O:10])[CH:21]=[CH:20][CH:19]=1)#[N:18]. (8) Given the reactants [CH2:1]([O:5][CH3:6])[C@H:2]1[O:4][CH2:3]1.[CH2:7]([NH2:14])[C:8]1[CH:13]=[CH:12][CH:11]=[CH:10][CH:9]=1, predict the reaction product. The product is: [CH2:7]([N:14]([CH2:3][C@H:2]([OH:4])[CH2:1][O:5][CH3:6])[CH2:3][C@H:2]([OH:4])[CH2:1][O:5][CH3:6])[C:8]1[CH:13]=[CH:12][CH:11]=[CH:10][CH:9]=1.